This data is from Full USPTO retrosynthesis dataset with 1.9M reactions from patents (1976-2016). The task is: Predict the reactants needed to synthesize the given product. Given the product [NH2:1][C:4]1[CH:9]=[CH:8][CH:7]=[CH:6][C:5]=1[NH:10][CH2:11][CH:12]1[CH2:16][CH2:15][CH2:14][N:13]1[C:17]([O:19][C:20]([CH3:23])([CH3:22])[CH3:21])=[O:18], predict the reactants needed to synthesize it. The reactants are: [N+:1]([C:4]1[CH:9]=[CH:8][CH:7]=[CH:6][C:5]=1[NH:10][CH2:11][CH:12]1[CH2:16][CH2:15][CH2:14][N:13]1[C:17]([O:19][C:20]([CH3:23])([CH3:22])[CH3:21])=[O:18])([O-])=O.